From a dataset of Reaction yield outcomes from USPTO patents with 853,638 reactions. Predict the reaction yield, written as a fraction of the theoretical maximum amount of product (1.0 means a 100% yield; for example, 0.34 means a 34% yield). (1) The reactants are [Br:1][C:2]1[S:6][C:5]([S:7](Cl)(=[O:9])=[O:8])=[CH:4][CH:3]=1.[NH2:11][C:12]1[CH:17]=[CH:16][N:15]=[CH:14][CH:13]=1. The catalyst is CN(C)C1C=CN=CC=1.N1C=CC=CC=1. The product is [N:15]1[CH:16]=[CH:17][C:12]([NH:11][S:7]([C:5]2[S:6][C:2]([Br:1])=[CH:3][CH:4]=2)(=[O:9])=[O:8])=[CH:13][CH:14]=1. The yield is 0.960. (2) The product is [CH3:1][N:2]([CH3:25])[S:3]([N:6]1[C:10]([CH:11]([OH:17])[C:12]2[S:13][CH:14]=[CH:15][CH:16]=2)=[CH:9][N:8]=[CH:7]1)(=[O:5])=[O:4]. The yield is 0.930. The catalyst is C(#N)C.C(OCC)C. The reactants are [CH3:1][N:2]([CH3:25])[S:3]([N:6]1[C:10]([CH:11]([OH:17])[C:12]2[S:13][CH:14]=[CH:15][CH:16]=2)=[CH:9][N:8]=[C:7]1[Si](C(C)(C)C)(C)C)(=[O:5])=[O:4].C=O.C([BH3-])#N.[Na+].C(O)(=O)C. (3) The reactants are [CH2:1]([CH:8]1[CH2:12][O:11][C:10](=[O:13])[N:9]1[C:14](=[O:30])[CH:15]([CH2:20][NH:21][O:22][CH2:23][C:24]1[CH:29]=[CH:28][CH:27]=[CH:26][CH:25]=1)[CH2:16][CH:17]([CH3:19])[CH3:18])[C:2]1[CH:7]=[CH:6][CH:5]=[CH:4][CH:3]=1.C(C(C(O)=O)C(O)=O)C(C)C.[C:42](O[C:42]([O:44][C:45]([CH3:48])([CH3:47])[CH3:46])=[O:43])([O:44][C:45]([CH3:48])([CH3:47])[CH3:46])=[O:43].C(N(CC)CC)C.Cl. The catalyst is C(Cl)Cl.CN(C1C=CN=CC=1)C. The product is [CH2:1]([C@@H:8]1[CH2:12][O:11][C:10](=[O:13])[N:9]1[C:14]([C@@H:15]([CH2:16][CH:17]([CH3:19])[CH3:18])[CH2:20][N:21]([O:22][CH2:23][C:24]1[CH:29]=[CH:28][CH:27]=[CH:26][CH:25]=1)[C:42](=[O:43])[O:44][C:45]([CH3:48])([CH3:47])[CH3:46])=[O:30])[C:2]1[CH:3]=[CH:4][CH:5]=[CH:6][CH:7]=1. The yield is 0.740. (4) The reactants are [OH:1][CH2:2][C@@H:3]1[O:7][C@H:6]([N:8]2[CH:23]=[CH:22][C:12]([NH:13][C:14](=[O:21])[CH2:15][CH2:16][CH2:17][CH2:18][CH2:19]C)=[N:11][C:9]2=[O:10])[CH2:5][O:4]1.OC[C@@H]1O[C@H](N2C=CC(NC(=O)CCCCCCCC)=NC2=O)CO1.OC[C@@H]1O[C@H](N2C=CC(NC(=O)CCCCCCCCC)=NC2=O)CO1.OC[C@@H]1O[C@H](N2C=CC(NCCCCCCCCCCCC)=NC2=O)CO1.OC[C@@H]1O[C@H](N2C=CC(NC(=O)CCCCCCCCCCCCCCC)=NC2=O)CO1.OC[C@@H]1O[C@H](N2C=CC(NC3CCCC3)=NC2=O)CO1. The catalyst is O.CO. The product is [OH:1][CH2:2][C@@H:3]1[O:7][C@H:6]([N:8]2[CH:23]=[CH:22][C:12]([NH:13][C:14](=[O:21])[CH2:15][CH2:16][CH2:17][CH2:18][CH3:19])=[N:11][C:9]2=[O:10])[CH2:5][O:4]1. The yield is 0.760. (5) The reactants are [CH2:1]([O:8][C:9]1[CH:16]=[CH:15][C:12]([CH2:13]Br)=[C:11]([F:17])[CH:10]=1)[C:2]1[CH:7]=[CH:6][CH:5]=[CH:4][CH:3]=1.[C-]#N.[Na+].[OH-:21].[K+].[CH2:23]([OH:25])C. The catalyst is O. The product is [CH2:1]([O:8][C:9]1[CH:16]=[CH:15][C:12]([CH2:13][C:23]([OH:25])=[O:21])=[C:11]([F:17])[CH:10]=1)[C:2]1[CH:7]=[CH:6][CH:5]=[CH:4][CH:3]=1. The yield is 0.810. (6) The reactants are [NH:1]1[CH:5]=[CH:4][C:3]([NH:6][C:7]2[C:16]3[C:11](=[CH:12][CH:13]=[CH:14][CH:15]=3)[N:10]=[C:9]([C:17]([O:19]CC)=O)[N:8]=2)=[N:2]1.[F:22][C:23]1[CH:28]=[CH:27][C:26]([Mg]Br)=[CH:25][CH:24]=1. The catalyst is C1COCC1. The product is [NH:1]1[CH:5]=[CH:4][C:3]([NH:6][C:7]2[C:16]3[C:11](=[CH:12][CH:13]=[CH:14][CH:15]=3)[N:10]=[C:9]([C:17]([C:26]3[CH:27]=[CH:28][C:23]([F:22])=[CH:24][CH:25]=3)([C:26]3[CH:27]=[CH:28][C:23]([F:22])=[CH:24][CH:25]=3)[OH:19])[N:8]=2)=[N:2]1. The yield is 0.0800. (7) The reactants are Cl[C:2]1[C:11]2[C:6](=[CH:7][CH:8]=[C:9]([Br:12])[CH:10]=2)[N:5]=[CH:4][CH:3]=1.[NH:13]1[CH2:18][CH2:17][CH2:16][CH2:15][CH2:14]1. The catalyst is CN1CCCC1=O. The product is [Br:12][C:9]1[CH:10]=[C:11]2[C:6](=[CH:7][CH:8]=1)[N:5]=[CH:4][CH:3]=[C:2]2[N:13]1[CH2:18][CH2:17][CH2:16][CH2:15][CH2:14]1. The yield is 0.730. (8) The catalyst is O. The reactants are [CH:1]1[N:5]=[CH:4][N:3]([CH2:6][C:7]([P:13]([OH:16])([OH:15])=[O:14])([P:9]([OH:12])([OH:11])=[O:10])[OH:8])[CH:2]=1.[OH-:17].[Na+:18]. The product is [CH:1]1[N:5]=[CH:4][N:3]([CH2:6][C:7]([P:9]([O-:12])([OH:11])=[O:10])([P:13]([O-:15])([OH:16])=[O:14])[OH:8])[CH:2]=1.[OH2:17].[OH2:8].[OH2:8].[OH2:8].[Na+:18].[Na+:18]. The yield is 0.230. (9) The reactants are [CH3:1][C:2]1[N:38]=[C:5]2[N:6]([CH:33]([CH3:37])[C:34](=O)[CH3:35])[C:7](=[O:32])[C:8]([CH2:13][C:14]3[CH:19]=[CH:18][C:17]([C:20]4[CH:25]=[CH:24][CH:23]=[CH:22][C:21]=4[C:26]4[NH:30][C:29](=[O:31])[O:28][N:27]=4)=[CH:16][CH:15]=3)=[C:9]([CH2:10][CH2:11][CH3:12])[N:4]2[N:3]=1.Cl.[NH2:40][O:41][CH2:42][CH3:43].N1C=CC=CC=1.Cl. The catalyst is O.C(OCC)(=O)C. The product is [CH2:42]([O:41]/[N:40]=[C:34](\[CH3:35])/[CH:33]([N:6]1[C:7](=[O:32])[C:8]([CH2:13][C:14]2[CH:15]=[CH:16][C:17]([C:20]3[CH:25]=[CH:24][CH:23]=[CH:22][C:21]=3[C:26]3[NH:30][C:29](=[O:31])[O:28][N:27]=3)=[CH:18][CH:19]=2)=[C:9]([CH2:10][CH2:11][CH3:12])[N:4]2[N:3]=[C:2]([CH3:1])[N:38]=[C:5]12)[CH3:37])[CH3:43]. The yield is 0.660. (10) The reactants are C(NC(C)C)(C)C.C([Li])CCC.[CH2:13]([C@H:16]1[CH2:21][CH2:20][C@H:19]([C:22](Cl)=[O:23])[CH2:18][CH2:17]1)[CH2:14][CH3:15].[C:25]([O:28][CH2:29][CH3:30])(=[O:27])[CH3:26]. The catalyst is C1COCC1. The product is [CH2:29]([O:28][C:25](=[O:27])[CH2:26][C:22](=[O:23])[C@H:19]1[CH2:20][CH2:21][C@H:16]([CH2:13][CH2:14][CH3:15])[CH2:17][CH2:18]1)[CH3:30]. The yield is 0.900.